Predict the product of the given reaction. From a dataset of Forward reaction prediction with 1.9M reactions from USPTO patents (1976-2016). Given the reactants CO[CH:3](OC)[CH2:4][NH:5][C:6]([NH:8][C:9]1[CH:14]=[CH:13][CH:12]=[CH:11][C:10]=1[CH:15]1[CH2:20][CH2:19][N:18]([C:21]([O:23]C(C)(C)C)=O)[CH2:17][CH2:16]1)=[O:7].C(O)(C(F)(F)F)=O.[NH:37]([C:50]([O:52][C:53]([CH3:56])([CH3:55])[CH3:54])=[O:51])[C@@H:38](C(O)=O)[CH2:39][C:40]1[CH:45]=[CH:44][C:43]([Cl:46])=[CH:42][CH:41]=1.C(Cl)CCl.C1C=CC2N(O)N=NC=2C=1, predict the reaction product. The product is: [Cl:46][C:43]1[CH:42]=[CH:41][C:40]([CH2:39][C@@H:38]([NH:37][C:50]([O:52][C:53]([CH3:56])([CH3:55])[CH3:54])=[O:51])[C:21](=[O:23])[N:18]2[CH2:17][CH2:16][CH:15]([C:10]3[CH:11]=[CH:12][CH:13]=[CH:14][C:9]=3[N:8]3[CH:3]=[CH:4][NH:5][C:6]3=[O:7])[CH2:20][CH2:19]2)=[CH:45][CH:44]=1.